This data is from NCI-60 drug combinations with 297,098 pairs across 59 cell lines. The task is: Regression. Given two drug SMILES strings and cell line genomic features, predict the synergy score measuring deviation from expected non-interaction effect. Drug 1: C1=CC(=CC=C1CC(C(=O)O)N)N(CCCl)CCCl.Cl. Drug 2: CCC1=C2CN3C(=CC4=C(C3=O)COC(=O)C4(CC)O)C2=NC5=C1C=C(C=C5)O. Cell line: NCI-H226. Synergy scores: CSS=28.3, Synergy_ZIP=-0.849, Synergy_Bliss=2.67, Synergy_Loewe=-8.86, Synergy_HSA=3.62.